From a dataset of Peptide-MHC class I binding affinity with 185,985 pairs from IEDB/IMGT. Regression. Given a peptide amino acid sequence and an MHC pseudo amino acid sequence, predict their binding affinity value. This is MHC class I binding data. (1) The peptide sequence is KSFKDILPK. The MHC is HLA-A68:01 with pseudo-sequence HLA-A68:01. The binding affinity (normalized) is 0.133. (2) The peptide sequence is SSFRHWFI. The MHC is H-2-Kb with pseudo-sequence H-2-Kb. The binding affinity (normalized) is 0.652. (3) The peptide sequence is TTLLSYGRL. The MHC is HLA-B58:01 with pseudo-sequence HLA-B58:01. The binding affinity (normalized) is 0.0847. (4) The peptide sequence is AIDPRRIVA. The MHC is HLA-A02:11 with pseudo-sequence HLA-A02:11. The binding affinity (normalized) is 0.213. (5) The peptide sequence is KVRDQHGRM. The MHC is Mamu-A02 with pseudo-sequence Mamu-A02. The binding affinity (normalized) is 0.790. (6) The MHC is HLA-A02:01 with pseudo-sequence HLA-A02:01. The binding affinity (normalized) is 0. The peptide sequence is NGLITSTVT. (7) The peptide sequence is FEEYKRSGI. The MHC is HLA-B40:01 with pseudo-sequence HLA-B40:01. The binding affinity (normalized) is 0.338. (8) The peptide sequence is LLLRPFWPA. The MHC is HLA-A02:50 with pseudo-sequence HLA-A02:50. The binding affinity (normalized) is 0.787. (9) The peptide sequence is RLNSLGEAW. The MHC is HLA-B58:01 with pseudo-sequence HLA-B58:01. The binding affinity (normalized) is 0.466. (10) The peptide sequence is AASCGGAVF. The MHC is Patr-A0901 with pseudo-sequence Patr-A0901. The binding affinity (normalized) is 0.